Dataset: Reaction yield outcomes from USPTO patents with 853,638 reactions. Task: Predict the reaction yield, written as a fraction of the theoretical maximum amount of product (1.0 means a 100% yield; for example, 0.34 means a 34% yield). (1) The catalyst is CN(C)C=O. The yield is 0.520. The reactants are Cl[C:2]1[N:7]2[CH:8]=[C:9]([CH3:11])[N:10]=[C:6]2[CH:5]=[N:4][C:3]=1[C:12]#[C:13][Si](C)(C)C.O.O.O.O.O.O.O.O.O.[S-2:27].[Na+].[Na+]. The product is [CH3:11][C:9]1[N:10]=[C:6]2[CH:5]=[N:4][C:3]3[CH:12]=[CH:13][S:27][C:2]=3[N:7]2[CH:8]=1. (2) The reactants are [CH3:1][CH:2]([O:4][C:5]1[CH:10]=[CH:9][C:8]([C:11]2([CH3:18])[NH:15][C:14](=[O:16])[NH:13][C:12]2=[O:17])=[CH:7][CH:6]=1)[CH3:3].C(=O)([O-])[O-].[K+].[K+].Br[CH2:26][C:27]([N:29]1[CH2:34][C@H:33]([CH3:35])[N:32]([C:36]2[CH:41]=[CH:40][C:39]([C:42]([O:51]COC)([C:47]([F:50])([F:49])[F:48])[C:43]([F:46])([F:45])[F:44])=[CH:38][C:37]=2/[CH:55]=[CH:56]\[CH3:57])[CH2:31][C@H:30]1[CH3:58])=[O:28].O. The catalyst is CN(C)C=O. The product is [F:45][C:43]([F:44])([F:46])[C:42]([C:39]1[CH:40]=[CH:41][C:36]([N:32]2[CH:33]([CH3:35])[CH2:34][N:29]([C:27](=[O:28])[CH2:26][N:13]3[C:12](=[O:17])[C@@:11]([C:8]4[CH:7]=[CH:6][C:5]([O:4][CH:2]([CH3:1])[CH3:3])=[CH:10][CH:9]=4)([CH3:18])[NH:15][C:14]3=[O:16])[C@H:30]([CH3:58])[CH2:31]2)=[C:37](/[CH:55]=[CH:56]\[CH3:57])[CH:38]=1)([OH:51])[C:47]([F:50])([F:49])[F:48]. The yield is 0.830. (3) The reactants are [Cl:1][C:2]1[CH:3]=[C:4](B(O)O)[CH:5]=[N:6][CH:7]=1.FC(F)(F)S(O[C:17]1[C@@:21]2([CH3:38])[CH2:22][CH2:23][C@H:24]3[C@H:33]([C@@H:20]2[CH2:19][CH:18]=1)[CH2:32][CH:31]=[C:30]1[C@:25]3([CH3:37])[CH2:26][CH2:27][C:28](=[O:36])[N:29]1[CH2:34][CH3:35])(=O)=O. The catalyst is O1CCOCC1.C1C=CC(P(C2C=CC=CC=2)[C-]2C=CC=C2)=CC=1.C1C=CC(P(C2C=CC=CC=2)[C-]2C=CC=C2)=CC=1.Cl[Pd]Cl.[Fe+2]. The product is [Cl:1][C:2]1[CH:3]=[C:4]([C:17]2[C@@:21]3([CH3:38])[CH2:22][CH2:23][C@H:24]4[C@H:33]([C@@H:20]3[CH2:19][CH:18]=2)[CH2:32][CH:31]=[C:30]2[C@:25]4([CH3:37])[CH2:26][CH2:27][C:28](=[O:36])[N:29]2[CH2:34][CH3:35])[CH:5]=[N:6][CH:7]=1. The yield is 0.180.